Task: Regression. Given two drug SMILES strings and cell line genomic features, predict the synergy score measuring deviation from expected non-interaction effect.. Dataset: NCI-60 drug combinations with 297,098 pairs across 59 cell lines (1) Drug 1: CC1CCC2CC(C(=CC=CC=CC(CC(C(=O)C(C(C(=CC(C(=O)CC(OC(=O)C3CCCCN3C(=O)C(=O)C1(O2)O)C(C)CC4CCC(C(C4)OC)OCCO)C)C)O)OC)C)C)C)OC. Drug 2: CN(C(=O)NC(C=O)C(C(C(CO)O)O)O)N=O. Cell line: UACC62. Synergy scores: CSS=11.8, Synergy_ZIP=-3.84, Synergy_Bliss=-1.11, Synergy_Loewe=0.579, Synergy_HSA=0.878. (2) Drug 1: C1=C(C(=O)NC(=O)N1)N(CCCl)CCCl. Drug 2: CC1=C(C(CCC1)(C)C)C=CC(=CC=CC(=CC(=O)O)C)C. Cell line: NCIH23. Synergy scores: CSS=14.8, Synergy_ZIP=-1.33, Synergy_Bliss=-3.54, Synergy_Loewe=-7.74, Synergy_HSA=-5.30.